This data is from Reaction yield outcomes from USPTO patents with 853,638 reactions. The task is: Predict the reaction yield, written as a fraction of the theoretical maximum amount of product (1.0 means a 100% yield; for example, 0.34 means a 34% yield). (1) The reactants are [NH:1]1[C:11]2[C:6](=[CH:7][CH:8]=[CH:9][CH:10]=2)[C:4](=O)[C:2]1=[O:3].[C:12]12([C:22]([NH:24][NH2:25])=[O:23])[CH2:21][CH:16]3[CH2:17][CH:18]([CH2:20][CH:14]([CH2:15]3)[CH2:13]1)[CH2:19]2. No catalyst specified. The product is [CH2:2]([N:1]1[C:11]2[C:6](=[CH:7][CH:8]=[CH:9][CH:10]=2)/[C:4](=[N:25]/[NH:24][C:22]([C:12]23[CH2:21][CH:16]4[CH2:15][CH:14]([CH2:20][CH:18]([CH2:17]4)[CH2:19]2)[CH2:13]3)=[O:23])/[C:2]1=[O:3])[CH2:4][CH2:6][CH2:7][CH2:8][CH3:9]. The yield is 0.590. (2) The reactants are [Br:1][C:2]1[N:7]2[CH:8]=[CH:9][N:10]=[C:6]2[C:5](Br)=[N:4][CH:3]=1.[CH:12]([N:15]1[CH2:20][CH2:19][N:18]([C:21]2[N:26]=[CH:25][C:24]([NH2:27])=[CH:23][CH:22]=2)[CH2:17][CH2:16]1)([CH3:14])[CH3:13].C(N(C(C)C)CC)(C)C. The catalyst is C(O)(C)C. The product is [Br:1][C:2]1[N:7]2[CH:8]=[CH:9][N:10]=[C:6]2[C:5]([NH:27][C:24]2[CH:25]=[N:26][C:21]([N:18]3[CH2:19][CH2:20][N:15]([CH:12]([CH3:14])[CH3:13])[CH2:16][CH2:17]3)=[CH:22][CH:23]=2)=[N:4][CH:3]=1. The yield is 0.710. (3) The reactants are [C:1]([C:3]1[CH:8]=[CH:7][C:6]([C:9]2[C:10]([CH2:22][CH2:23][C:24]([OH:26])=[O:25])=[CH:11][S:12][C:13]=2[C:14]2[CH:19]=[CH:18][C:17]([O:20][CH3:21])=[CH:16][CH:15]=2)=[C:5]([CH3:27])[CH:4]=1)#[N:2].[OH-:28].[Na+].OO. The catalyst is CS(C)=O. The product is [C:1]([C:3]1[CH:8]=[CH:7][C:6]([C:9]2[C:10]([CH2:22][CH2:23][C:24]([OH:26])=[O:25])=[CH:11][S:12][C:13]=2[C:14]2[CH:15]=[CH:16][C:17]([O:20][CH3:21])=[CH:18][CH:19]=2)=[C:5]([CH3:27])[CH:4]=1)(=[O:28])[NH2:2]. The yield is 0.520. (4) The reactants are [CH:1]1([O:6][C:7]2[CH:15]=[CH:14][C:13]([S:16](=[O:20])(=[O:19])[NH:17][CH3:18])=[CH:12][C:8]=2[C:9]([OH:11])=O)[CH2:5][CH2:4][CH2:3][CH2:2]1.[C:21]1([C:27]2[N:31]=[C:30]([N:32]3[CH2:37][CH2:36][NH:35][CH2:34][CH2:33]3)[S:29][N:28]=2)[CH:26]=[CH:25][CH:24]=[CH:23][CH:22]=1. No catalyst specified. The product is [CH:1]1([O:6][C:7]2[CH:15]=[CH:14][C:13]([S:16]([NH:17][CH3:18])(=[O:20])=[O:19])=[CH:12][C:8]=2[C:9]([N:35]2[CH2:36][CH2:37][N:32]([C:30]3[S:29][N:28]=[C:27]([C:21]4[CH:26]=[CH:25][CH:24]=[CH:23][CH:22]=4)[N:31]=3)[CH2:33][CH2:34]2)=[O:11])[CH2:2][CH2:3][CH2:4][CH2:5]1. The yield is 0.720. (5) The reactants are I([O-])(=O)(=O)=O.[Na+].[C:12]([OH:14])(=[O:13])[CH:10]([CH:10]([C:12]([OH:14])=[O:13])[OH:11])[OH:11].[OH-].[Na+].[CH3:19][O:20][C:21]1[CH:26]=[CH:25][C:24]([CH2:27][C:28]([C:30]2[CH:35]=[CH:34][C:33]([O:36][CH3:37])=[CH:32][CH:31]=2)=[O:29])=[CH:23][CH:22]=1. The catalyst is O.S(=O)(=O)(O)O.C(O)C. The product is [CH3:19][O:20][C:21]1[CH:22]=[CH:23][C:24]([CH:27]([C:28]([C:30]2[CH:31]=[CH:32][C:33]([O:36][CH3:37])=[CH:34][CH:35]=2)=[O:29])[CH:10]([OH:11])[C:12]([OH:14])=[O:13])=[CH:25][CH:26]=1. The yield is 0.938. (6) The reactants are [CH3:1][O:2][CH2:3][O:4][C:5]1[CH:6]=[CH:7][C:8]([CH2:11][C:12]([CH3:15])([CH3:14])[CH3:13])=[N:9][CH:10]=1.C1C=C(Cl)C=C(C(OO)=[O:24])C=1. The catalyst is C(Cl)Cl. The product is [CH3:1][O:2][CH2:3][O:4][C:5]1[CH:6]=[CH:7][C:8]([CH2:11][C:12]([CH3:15])([CH3:14])[CH3:13])=[N+:9]([O-:24])[CH:10]=1. The yield is 0.997. (7) The reactants are Cl.[CH3:2][O:3][C:4]1[C:9]2[N:10]=[C:11]([C:13]3[NH:14][C:15]4[CH2:20][CH2:19][NH:18][CH2:17][C:16]=4[N:21]=3)[S:12][C:8]=2[C:7]([N:22]2[CH2:27][CH2:26][O:25][CH2:24][CH2:23]2)=[CH:6][CH:5]=1.C(N(C(C)C)C(C)C)C.[C:37](Cl)(=[O:39])[CH3:38]. The catalyst is O1CCCC1. The product is [CH3:2][O:3][C:4]1[C:9]2[N:10]=[C:11]([C:13]3[NH:14][C:15]4[CH2:20][CH2:19][N:18]([C:37](=[O:39])[CH3:38])[CH2:17][C:16]=4[N:21]=3)[S:12][C:8]=2[C:7]([N:22]2[CH2:23][CH2:24][O:25][CH2:26][CH2:27]2)=[CH:6][CH:5]=1. The yield is 0.890.